The task is: Predict the reactants needed to synthesize the given product.. This data is from Full USPTO retrosynthesis dataset with 1.9M reactions from patents (1976-2016). Given the product [NH2:1][C:2]1[N:7]=[CH:6][C:5]([C:8]#[C:9][C:10]2[C:11]([CH2:26][CH3:27])=[N:12][CH:13]=[CH:14][C:15]=2[C:16]2[CH:24]=[CH:23][C:19]([C:20]([N:34]3[CH2:35][CH2:36][N:31]([CH:28]4[CH2:30][CH2:29]4)[CH2:32][CH2:33]3)=[O:21])=[C:18]([F:25])[CH:17]=2)=[CH:4][CH:3]=1, predict the reactants needed to synthesize it. The reactants are: [NH2:1][C:2]1[N:7]=[CH:6][C:5]([C:8]#[C:9][C:10]2[C:11]([CH2:26][CH3:27])=[N:12][CH:13]=[CH:14][C:15]=2[C:16]2[CH:24]=[CH:23][C:19]([C:20](O)=[O:21])=[C:18]([F:25])[CH:17]=2)=[CH:4][CH:3]=1.[CH:28]1([N:31]2[CH2:36][CH2:35][NH:34][CH2:33][CH2:32]2)[CH2:30][CH2:29]1.CN(C(ON1N=NC2C=CC=NC1=2)=[N+](C)C)C.F[P-](F)(F)(F)(F)F.CCN(C(C)C)C(C)C.